Dataset: Forward reaction prediction with 1.9M reactions from USPTO patents (1976-2016). Task: Predict the product of the given reaction. (1) Given the reactants [O:1]1[C:6]2[CH:7]=[CH:8][C:9]([CH2:11][NH:12][CH:13]3[CH2:18][CH2:17][N:16]([CH2:19][CH2:20][N:21]4[C:30]5[C:25](=[C:26]([O:31][CH2:32][C:33]([O:35][CH2:36][CH3:37])=[O:34])[CH:27]=[CH:28][CH:29]=5)[CH:24]=[CH:23][C:22]4=[O:38])[CH2:15][CH2:14]3)=[CH:10][C:5]=2[O:4][CH2:3][CH2:2]1.[ClH:39].C(OCC)(=O)C, predict the reaction product. The product is: [ClH:39].[O:1]1[C:6]2[CH:7]=[CH:8][C:9]([CH2:11][NH:12][CH:13]3[CH2:14][CH2:15][N:16]([CH2:19][CH2:20][N:21]4[C:30]5[C:25](=[C:26]([O:31][CH2:32][C:33]([O:35][CH2:36][CH3:37])=[O:34])[CH:27]=[CH:28][CH:29]=5)[CH:24]=[CH:23][C:22]4=[O:38])[CH2:17][CH2:18]3)=[CH:10][C:5]=2[O:4][CH2:3][CH2:2]1. (2) Given the reactants [CH3:1][N:2]([CH3:7])[CH2:3][CH2:4][CH2:5][NH2:6].O=C1CCC(=O)N1[O:15][C:16]([C:18]1[S:43][C:21]2[N:22]=[CH:23][N:24]=[C:25]([NH:26][C:27]3[CH:32]=[CH:31][C:30]([F:33])=[CH:29][C:28]=3[O:34][C@H:35]3[CH2:40][CH2:39][CH2:38][CH2:37][C@@H:36]3[O:41][CH3:42])[C:20]=2[C:19]=1[CH3:44])=O, predict the reaction product. The product is: [CH3:1][N:2]([CH3:7])[CH2:3][CH2:4][CH2:5][NH:6][C:16]([C:18]1[S:43][C:21]2[N:22]=[CH:23][N:24]=[C:25]([NH:26][C:27]3[CH:32]=[CH:31][C:30]([F:33])=[CH:29][C:28]=3[O:34][C@H:35]3[CH2:40][CH2:39][CH2:38][CH2:37][C@@H:36]3[O:41][CH3:42])[C:20]=2[C:19]=1[CH3:44])=[O:15]. (3) Given the reactants C1C=C[NH+]=CC=1.[O-][Cr](Cl)(=O)=O.[Cl:12][C:13]1[CH:18]=[CH:17][C:16]([C:19]2([C:24]3[CH:25]=[C:26]([CH:32]([C:34]4[CH:39]=[CH:38][CH:37]=[C:36]([O:40][CH3:41])[CH:35]=4)[OH:33])[C:27]([NH:30][CH3:31])=[N:28][CH:29]=3)[O:23][CH2:22][CH2:21][O:20]2)=[CH:15][CH:14]=1, predict the reaction product. The product is: [Cl:12][C:13]1[CH:18]=[CH:17][C:16]([C:19]2([C:24]3[CH:25]=[C:26]([C:32]([C:34]4[CH:39]=[CH:38][CH:37]=[C:36]([O:40][CH3:41])[CH:35]=4)=[O:33])[C:27]([NH:30][CH3:31])=[N:28][CH:29]=3)[O:20][CH2:21][CH2:22][O:23]2)=[CH:15][CH:14]=1. (4) Given the reactants [OH:1][CH:2]1[CH2:7][CH2:6][CH2:5][CH:4]([NH:8]C(=O)OC(C)(C)C)[CH2:3]1.[C:16](O)(C(F)(F)F)=O, predict the reaction product. The product is: [NH2:8][CH:4]1[CH2:5][CH2:6][CH2:7][C:2]([CH3:16])([OH:1])[CH2:3]1. (5) Given the reactants [CH:1]1([NH:4][C:5]2[N:10]3[N:11]=[CH:12][C:13]([CH:14]=O)=[C:9]3[N:8]=[C:7]([S:16][CH3:17])[CH:6]=2)[CH2:3][CH2:2]1.[NH:18]1[CH2:24][C:22](=[O:23])[NH:21][C:19]1=[O:20].N1CCCCC1, predict the reaction product. The product is: [CH:1]1([NH:4][C:5]2[N:10]3[N:11]=[CH:12][C:13](/[CH:14]=[C:24]4/[C:22](=[O:23])[NH:21][C:19](=[O:20])[NH:18]/4)=[C:9]3[N:8]=[C:7]([S:16][CH3:17])[CH:6]=2)[CH2:3][CH2:2]1. (6) Given the reactants [NH2:1][C:2]1[CH:7]=[CH:6][CH:5]=[CH:4][CH:3]=1.S(S([O-])=O)([O-])=O.[Na+].[Na+].C(=O)([O-])O.[Na+].[F:21][C:22]([F:31])([F:30])[C:23](I)([F:28])[C:24]([F:27])([F:26])[F:25], predict the reaction product. The product is: [F:28][C:23]([C:5]1[CH:6]=[CH:7][C:2]([NH2:1])=[CH:3][CH:4]=1)([C:24]([F:27])([F:26])[F:25])[C:22]([F:31])([F:30])[F:21]. (7) Given the reactants C([O:3][C:4]([CH:6]1[O:10][C:9]2[CH:11]=[CH:12][C:13]([CH2:15][CH:16]([N:18]([C:21]([O:23][C:24]([CH3:27])([CH3:26])[CH3:25])=[O:22])[CH2:19][CH3:20])[CH3:17])=[CH:14][C:8]=2[O:7]1)=O)C.[NH3:28], predict the reaction product. The product is: [C:24]([O:23][C:21](=[O:22])[N:18]([CH:16]([CH3:17])[CH2:15][C:13]1[CH:12]=[CH:11][C:9]2[O:10][CH:6]([C:4](=[O:3])[NH2:28])[O:7][C:8]=2[CH:14]=1)[CH2:19][CH3:20])([CH3:27])([CH3:26])[CH3:25]. (8) Given the reactants [OH-].[Na+].C[O:4][C:5](=[O:51])[C:6]1[CH:11]=[CH:10][CH:9]=[C:8]([CH2:12][N:13]2[CH2:19][CH2:18][CH2:17][C@H:16]([N:20]([CH2:27][C:28]3[CH:33]=[C:32]([C:34]([F:37])([F:36])[F:35])[CH:31]=[C:30]([C:38]([F:41])([F:40])[F:39])[CH:29]=3)[C:21]3[N:22]=[N:23][N:24]([CH3:26])[N:25]=3)[C:15]3[CH:42]=[C:43]([CH3:50])[C:44]([C:46]([F:49])([F:48])[F:47])=[CH:45][C:14]2=3)[CH:7]=1.Cl, predict the reaction product. The product is: [F:36][C:34]([F:35])([F:37])[C:32]1[CH:33]=[C:28]([CH:29]=[C:30]([C:38]([F:41])([F:40])[F:39])[CH:31]=1)[CH2:27][N:20]([C:21]1[N:22]=[N:23][N:24]([CH3:26])[N:25]=1)[C@H:16]1[CH2:17][CH2:18][CH2:19][N:13]([CH2:12][C:8]2[CH:7]=[C:6]([CH:11]=[CH:10][CH:9]=2)[C:5]([OH:51])=[O:4])[C:14]2[CH:45]=[C:44]([C:46]([F:47])([F:48])[F:49])[C:43]([CH3:50])=[CH:42][C:15]1=2.